This data is from Forward reaction prediction with 1.9M reactions from USPTO patents (1976-2016). The task is: Predict the product of the given reaction. (1) Given the reactants [Cl:1][CH2:2][CH2:3][CH2:4][O:5][C:6]1[CH:15]=[C:14]2[C:9]([C:10]([NH:16][C:17]3[NH:21][N:20]=[C:19]([CH2:22][C:23]([O:25]C)=[O:24])[CH:18]=3)=[N:11][CH:12]=[N:13]2)=[CH:8][C:7]=1[O:27][CH3:28].O.[OH-].[Li+].Cl, predict the reaction product. The product is: [Cl:1][CH2:2][CH2:3][CH2:4][O:5][C:6]1[CH:15]=[C:14]2[C:9]([C:10]([NH:16][C:17]3[NH:21][N:20]=[C:19]([CH2:22][C:23]([OH:25])=[O:24])[CH:18]=3)=[N:11][CH:12]=[N:13]2)=[CH:8][C:7]=1[O:27][CH3:28]. (2) Given the reactants C([N:8]([C:10](=O)[CH2:11][NH2:12])[NH2:9])(OC(C)(C)C)=O.I.[Cl:15][C:16]1[CH:25]=[CH:24][C:19]([C:20](=[NH:23])SC)=[CH:18][CH:17]=1.C1(OC2C=CC=CC=2)C=CC=CC=1, predict the reaction product. The product is: [Cl:15][C:16]1[CH:25]=[CH:24][C:19]([C:20]2[N:23]=[C:10]([CH2:11][NH2:12])[NH:8][N:9]=2)=[CH:18][CH:17]=1. (3) Given the reactants C([O:5][C:6]([N:8]1[CH:13]([C:14]2[NH:18][C:17]3[CH:19]=[C:20]([C:23]4[CH:35]=[CH:34][C:33]5[C:32]6[C:27](=[CH:28][C:29]([C:36]7[NH:37][C:38]([CH:41]8[CH2:47][C:44]9([CH2:46][CH2:45]9)[CH2:43][N:42]8[C:48](=[O:58])[CH:49]([NH:53][C:54]([O:56][CH3:57])=[O:55])[CH:50]([CH3:52])[CH3:51])=[N:39][CH:40]=7)=[CH:30][CH:31]=6)[C:26]([F:60])([F:59])[C:25]=5[CH:24]=4)[CH:21]=[CH:22][C:16]=3[N:15]=2)[CH:12]2[CH2:61][CH:9]1[CH2:10][CH2:11]2)=O)(C)(C)C.Cl.CCN(C(C)C)C(C)C.[CH3:72][O:73][C:74]([NH:76][CH:77]([CH:81]([CH3:83])[CH3:82])C(O)=O)=[O:75].CN(C(ON1N=NC2C=CC=NC1=2)=[N+](C)C)C.F[P-](F)(F)(F)(F)F, predict the reaction product. The product is: [CH3:72][O:73][C:74](=[O:75])[NH:76][CH:77]([C:6]([N:8]1[CH:13]([C:14]2[NH:18][C:17]3[CH:19]=[C:20]([C:23]4[CH:35]=[CH:34][C:33]5[C:32]6[C:27](=[CH:28][C:29]([C:36]7[NH:37][C:38]([CH:41]8[CH2:47][C:44]9([CH2:45][CH2:46]9)[CH2:43][N:42]8[C:48](=[O:58])[CH:49]([NH:53][C:54]([O:56][CH3:57])=[O:55])[CH:50]([CH3:51])[CH3:52])=[N:39][CH:40]=7)=[CH:30][CH:31]=6)[C:26]([F:59])([F:60])[C:25]=5[CH:24]=4)[CH:21]=[CH:22][C:16]=3[N:15]=2)[CH:12]2[CH2:61][CH:9]1[CH2:10][CH2:11]2)=[O:5])[CH:81]([CH3:83])[CH3:82].